Dataset: Forward reaction prediction with 1.9M reactions from USPTO patents (1976-2016). Task: Predict the product of the given reaction. (1) Given the reactants [Cl:1][C:2]1[CH:18]=[C:17]([Cl:19])[CH:16]=[CH:15][C:3]=1[CH2:4][NH:5][C:6](=[O:14])[C:7]1[CH:12]=[CH:11][N:10]=[C:9]([OH:13])[CH:8]=1.Br[CH2:21][CH2:22][O:23][CH2:24][CH3:25].C(=O)([O-])[O-].[K+].[K+], predict the reaction product. The product is: [Cl:1][C:2]1[CH:18]=[C:17]([Cl:19])[CH:16]=[CH:15][C:3]=1[CH2:4][NH:5][C:6]([C:7]1[CH:12]=[CH:11][N:10]([CH2:21][CH2:22][O:23][CH2:24][CH3:25])[C:9](=[O:13])[CH:8]=1)=[O:14]. (2) Given the reactants [Cl:1][C:2]1[CH:7]=[C:6]([Cl:8])[CH:5]=[CH:4][C:3]=1[C:9]1[N:10]=[C:11]([CH2:28][CH3:29])[C:12]([NH:17][C@@H:18]2[C:26]3[C:21](=[CH:22][CH:23]=[CH:24][CH:25]=3)[CH2:20][C@@H:19]2O)=[N:13][C:14]=1[CH2:15][CH3:16].BrC1N=C(CC)C(NC2C3C=C[S:48]C=3CCC2C)=NC=1CC, predict the reaction product. The product is: [Cl:1][C:2]1[CH:7]=[C:6]([Cl:8])[CH:5]=[CH:4][C:3]=1[C:9]1[N:10]=[C:11]([CH2:28][CH3:29])[C:12]([NH:17][C@@H:18]2[C:26]3[CH:21]=[CH:22][S:48][C:25]=3[CH2:24][CH2:23][C@@H:19]2[CH3:20])=[N:13][C:14]=1[CH2:15][CH3:16]. (3) Given the reactants N1[CH:5]=[C:4]([C:6]2[CH:7]=[CH:8][C:9]3[N:10]([CH:12]=[C:13]([C:15]([NH:17][C:18]4[CH:23]=CC=CN=4)=[O:16])[N:14]=3)[CH:11]=2)[N:3]=[CH:2]1.Cl.CN(C)[CH2:27][CH2:28]CN=C=NCC.[O:36]1C=C(N)[CH:38]=[N:37]1, predict the reaction product. The product is: [O:36]1[CH:23]=[C:18]([NH:17][C:15]([C:13]2[N:14]=[C:9]3[CH:8]=[CH:7][C:6]([C:4]4[CH:5]=[CH:28][CH:27]=[CH:2][N:3]=4)=[CH:11][N:10]3[CH:12]=2)=[O:16])[CH:38]=[N:37]1. (4) Given the reactants [CH3:1][C:2]([N:7]1[CH:11]=[CH:10][CH:9]=[N:8]1)([CH3:6])[C:3]([OH:5])=[O:4].S(=O)(=O)(O)O.[CH2:17](O)[CH3:18], predict the reaction product. The product is: [CH3:6][C:2]([N:7]1[CH:11]=[CH:10][CH:9]=[N:8]1)([CH3:1])[C:3]([O:5][CH2:17][CH3:18])=[O:4]. (5) The product is: [N:16]1[CH:15]=[CH:14][C:13]([S:12][C:7]2[CH:8]=[CH:9][CH:10]=[CH:11][C:6]=2[NH2:3])=[CH:18][CH:17]=1. Given the reactants [Cl-].[NH4+].[N+:3]([C:6]1[CH:11]=[CH:10][CH:9]=[CH:8][C:7]=1[S:12][C:13]1[CH:18]=[CH:17][N:16]=[CH:15][CH:14]=1)([O-])=O, predict the reaction product. (6) Given the reactants [CH2:1]([N:4]1[CH2:10][CH2:9][C:8]2[CH:11]=[C:12]([NH2:15])[CH:13]=[CH:14][C:7]=2[CH2:6][CH2:5]1)[C:2]#[CH:3].Cl[C:17]1[N:22]=[C:21]([NH:23][C:24]2[CH:29]=[CH:28][C:27]([N:30]3[CH2:35][CH2:34][O:33][CH2:32][CH2:31]3)=[CH:26][C:25]=2[O:36][CH3:37])[C:20]([Cl:38])=[CH:19][N:18]=1, predict the reaction product. The product is: [Cl:38][C:20]1[C:21]([NH:23][C:24]2[CH:29]=[CH:28][C:27]([N:30]3[CH2:31][CH2:32][O:33][CH2:34][CH2:35]3)=[CH:26][C:25]=2[O:36][CH3:37])=[N:22][C:17]([NH:15][C:12]2[CH:13]=[CH:14][C:7]3[CH2:6][CH2:5][N:4]([CH2:1][C:2]#[CH:3])[CH2:10][CH2:9][C:8]=3[CH:11]=2)=[N:18][CH:19]=1. (7) Given the reactants [CH2:1]([O:13][C:14]1[CH:15]=[C:16]([C:33](=[O:43])[C:34]([C:36]2[CH:41]=[CH:40][C:39]([OH:42])=[CH:38][CH:37]=2)=[O:35])[CH:17]=[CH:18][C:19]=1[O:20][CH2:21][CH2:22][CH2:23][CH2:24][CH2:25][CH2:26][CH2:27][CH2:28][CH2:29][CH2:30][CH2:31][CH3:32])[CH2:2][CH2:3][CH2:4][CH2:5][CH2:6][CH2:7][CH2:8][CH2:9][CH2:10][CH2:11][CH3:12].[C:44]([O-:47])([O-])=O.[K+].[K+].CN([CH:53]=[O:54])C, predict the reaction product. The product is: [CH2:1]([O:13][C:14]1[CH:15]=[C:16]([C:33](=[O:43])[C:34]([C:36]2[CH:37]=[CH:38][C:39]([O:42][CH2:1][CH2:2][CH2:3][CH2:4][CH2:5][CH2:6][O:54][CH2:53][C:8]3([CH3:9])[CH2:44][O:47][CH2:7]3)=[CH:40][CH:41]=2)=[O:35])[CH:17]=[CH:18][C:19]=1[O:20][CH2:21][CH2:22][CH2:23][CH2:24][CH2:25][CH2:26][CH2:27][CH2:28][CH2:29][CH2:30][CH2:31][CH3:32])[CH2:2][CH2:3][CH2:4][CH2:5][CH2:6][CH2:7][CH2:8][CH2:9][CH2:10][CH2:11][CH3:12].